This data is from NCI-60 drug combinations with 297,098 pairs across 59 cell lines. The task is: Regression. Given two drug SMILES strings and cell line genomic features, predict the synergy score measuring deviation from expected non-interaction effect. (1) Drug 2: C1CNP(=O)(OC1)N(CCCl)CCCl. Synergy scores: CSS=0.433, Synergy_ZIP=0.740, Synergy_Bliss=0.780, Synergy_Loewe=-0.0137, Synergy_HSA=-1.65. Cell line: UACC-257. Drug 1: C1=NC2=C(N=C(N=C2N1C3C(C(C(O3)CO)O)F)Cl)N. (2) Drug 1: CC1C(C(CC(O1)OC2CC(OC(C2O)C)OC3=CC4=CC5=C(C(=O)C(C(C5)C(C(=O)C(C(C)O)O)OC)OC6CC(C(C(O6)C)O)OC7CC(C(C(O7)C)O)OC8CC(C(C(O8)C)O)(C)O)C(=C4C(=C3C)O)O)O)O. Drug 2: C1C(C(OC1N2C=NC3=C2NC=NCC3O)CO)O. Cell line: HOP-92. Synergy scores: CSS=9.28, Synergy_ZIP=1.33, Synergy_Bliss=0.891, Synergy_Loewe=-13.8, Synergy_HSA=-0.849. (3) Drug 1: CC1OCC2C(O1)C(C(C(O2)OC3C4COC(=O)C4C(C5=CC6=C(C=C35)OCO6)C7=CC(=C(C(=C7)OC)O)OC)O)O. Drug 2: CC(C)CN1C=NC2=C1C3=CC=CC=C3N=C2N. Cell line: SF-268. Synergy scores: CSS=11.6, Synergy_ZIP=-8.14, Synergy_Bliss=-2.02, Synergy_Loewe=-10.6, Synergy_HSA=-3.95. (4) Drug 1: C1=CN(C(=O)N=C1N)C2C(C(C(O2)CO)O)O.Cl. Drug 2: CC1=C(C(=O)C2=C(C1=O)N3CC4C(C3(C2COC(=O)N)OC)N4)N. Cell line: UACC62. Synergy scores: CSS=42.6, Synergy_ZIP=-2.52, Synergy_Bliss=1.26, Synergy_Loewe=1.39, Synergy_HSA=5.02. (5) Drug 1: C1=CC(=CC=C1CCCC(=O)O)N(CCCl)CCCl. Drug 2: C1CC(C1)(C(=O)O)C(=O)O.[NH2-].[NH2-].[Pt+2]. Cell line: SN12C. Synergy scores: CSS=11.6, Synergy_ZIP=-10.0, Synergy_Bliss=-7.69, Synergy_Loewe=-9.10, Synergy_HSA=-4.95. (6) Drug 1: CCCCCOC(=O)NC1=NC(=O)N(C=C1F)C2C(C(C(O2)C)O)O. Drug 2: CC(C)NC(=O)C1=CC=C(C=C1)CNNC.Cl. Cell line: SW-620. Synergy scores: CSS=-3.04, Synergy_ZIP=1.57, Synergy_Bliss=1.35, Synergy_Loewe=-3.62, Synergy_HSA=-3.29. (7) Drug 1: CCN(CC)CCCC(C)NC1=C2C=C(C=CC2=NC3=C1C=CC(=C3)Cl)OC. Drug 2: CC1CCCC2(C(O2)CC(NC(=O)CC(C(C(=O)C(C1O)C)(C)C)O)C(=CC3=CSC(=N3)C)C)C. Cell line: BT-549. Synergy scores: CSS=47.8, Synergy_ZIP=-0.846, Synergy_Bliss=-1.72, Synergy_Loewe=-12.6, Synergy_HSA=0.298.